Dataset: Forward reaction prediction with 1.9M reactions from USPTO patents (1976-2016). Task: Predict the product of the given reaction. (1) The product is: [C:1]([O:5][C:6]([NH:8][C:9]1[CH:14]=[CH:13][C:12]([C:15]2[CH:16]=[CH:17][C:18]([NH:19][C:25]([C:24]3[CH:28]=[C:29]([N+:32]([O-:34])=[O:33])[CH:30]=[CH:31][C:23]=3[Cl:22])=[O:26])=[CH:20][CH:21]=2)=[CH:11][CH:10]=1)=[O:7])([CH3:4])([CH3:2])[CH3:3]. Given the reactants [C:1]([O:5][C:6]([NH:8][C:9]1[CH:14]=[CH:13][C:12]([C:15]2[CH:21]=[CH:20][C:18]([NH2:19])=[CH:17][CH:16]=2)=[CH:11][CH:10]=1)=[O:7])([CH3:4])([CH3:3])[CH3:2].[Cl:22][C:23]1[CH:31]=[CH:30][C:29]([N+:32]([O-:34])=[O:33])=[CH:28][C:24]=1[C:25](Cl)=[O:26], predict the reaction product. (2) Given the reactants CC1[N:3]([C:8]2[CH:13]=[C:12]([C:14]3[N:19]=[C:18]([C:20]4[CH:25]=[C:24]([C:26]5[CH:31]=[CH:30][C:29]([C:32]([F:35])([F:34])[F:33])=[CH:28][CH:27]=5)[CH:23]=[C:22]([CH3:36])[N:21]=4)[CH:17]=[CH:16][N:15]=3)[CH:11]=[CH:10][N:9]=2)C(C)=CC=1.Cl.NO, predict the reaction product. The product is: [CH3:36][C:22]1[N:21]=[C:20]([C:18]2[CH:17]=[CH:16][N:15]=[C:14]([C:12]3[CH:11]=[CH:10][N:9]=[C:8]([NH2:3])[CH:13]=3)[N:19]=2)[CH:25]=[C:24]([C:26]2[CH:27]=[CH:28][C:29]([C:32]([F:35])([F:33])[F:34])=[CH:30][CH:31]=2)[CH:23]=1. (3) Given the reactants [CH3:1][S:2][C:3]1[CH:8]=[CH:7][C:6]([CH3:9])=[CH:5][CH:4]=1.S(Cl)([Cl:13])(=O)=O, predict the reaction product. The product is: [Cl:13][CH2:1][S:2][C:3]1[CH:8]=[CH:7][C:6]([CH3:9])=[CH:5][CH:4]=1. (4) Given the reactants [CH2:1]([O:8][C:9](=[O:25])[NH:10][C:11]1([C:18]2[CH:23]=[CH:22][C:21]([F:24])=[CH:20][CH:19]=2)[CH2:16][CH2:15][C:14](=[O:17])[CH2:13][CH2:12]1)[C:2]1[CH:7]=[CH:6][CH:5]=[CH:4][CH:3]=1.[BH4-].[Na+].O.Cl, predict the reaction product. The product is: [CH2:1]([O:8][C:9](=[O:25])[NH:10][C:11]1([C:18]2[CH:23]=[CH:22][C:21]([F:24])=[CH:20][CH:19]=2)[CH2:16][CH2:15][CH:14]([OH:17])[CH2:13][CH2:12]1)[C:2]1[CH:7]=[CH:6][CH:5]=[CH:4][CH:3]=1.